From a dataset of Catalyst prediction with 721,799 reactions and 888 catalyst types from USPTO. Predict which catalyst facilitates the given reaction. (1) Reactant: CN1CCOCC1.[N:8]1[CH:13]=[CH:12][CH:11]=[CH:10][C:9]=1[C:14]([OH:16])=O.ClC(OCC(C)C)=O.Cl.[CH3:26][NH:27][O:28][CH3:29]. Product: [CH3:29][O:28][N:27]([CH3:26])[C:14]([C:9]1[CH:10]=[CH:11][CH:12]=[CH:13][N:8]=1)=[O:16]. The catalyst class is: 4. (2) Reactant: [ClH:1].[NH2:2][C:3]1[N:7]([C:8]2[CH:13]=[CH:12][C:11]([CH:14]([CH3:16])[CH3:15])=[CH:10][CH:9]=2)[N:6]=[CH:5][C:4]=1[N:17]=O.[H][H]. Product: [ClH:1].[ClH:1].[NH2:17][C:4]1[CH:5]=[N:6][N:7]([C:8]2[CH:13]=[CH:12][C:11]([CH:14]([CH3:16])[CH3:15])=[CH:10][CH:9]=2)[C:3]=1[NH2:2]. The catalyst class is: 29. (3) Reactant: [CH3:1][C:2]1[CH:7]=[CH:6][CH:5]=[CH:4][C:3]=1B(O)O.C(=O)([O-])[O-].[Na+].[Na+].[C:17]([NH:25][C:26]1[CH:38]=[C:37](Br)[CH:36]=[CH:35][C:27]=1[C:28]([O:30][C:31]([CH3:34])([CH3:33])[CH3:32])=[O:29])(=[O:24])[C:18]1[CH:23]=[CH:22][CH:21]=[CH:20][CH:19]=1. Product: [C:17]([NH:25][C:26]1[CH:38]=[C:37]([C:3]2[CH:4]=[CH:5][CH:6]=[CH:7][C:2]=2[CH3:1])[CH:36]=[CH:35][C:27]=1[C:28]([O:30][C:31]([CH3:34])([CH3:33])[CH3:32])=[O:29])(=[O:24])[C:18]1[CH:23]=[CH:22][CH:21]=[CH:20][CH:19]=1. The catalyst class is: 80. (4) Reactant: [Cl:1][C:2]1[N:3]=[CH:4][NH:5][C:6]=1[Cl:7].[OH-].[K+].[Br:10][CH2:11][CH3:12].[K+].[Br-].Br[CH2:16][CH2:17][C:18]1[CH:27]=[CH:26][C:25]2[C:20](=[CH:21][CH:22]=[CH:23][CH:24]=2)[CH:19]=1. Product: [Br-:10].[CH2:16]([N+:3]1[C:2]([Cl:1])=[C:6]([Cl:7])[N:5]([C:18]2([CH2:17][CH3:16])[CH:27]=[CH:26][C:25]3[C:20](=[CH:21][CH:22]=[CH:23][CH:24]=3)[CH2:19]2)[CH:4]=1)[CH2:17][CH2:18][CH2:19][CH2:20][CH2:21][CH2:22][CH2:23][CH2:24][CH2:25][CH2:11][CH3:12]. The catalyst class is: 10. (5) Reactant: [CH2:1]([N:5]1[C:14](=[O:15])[C:13]([C:16]#[N:17])=[C:12]2[C:7]([C:8](=O)[CH2:9][CH2:10][CH2:11]2)=[CH:6]1)[CH2:2][CH2:3][CH3:4].[Na]. Product: [CH2:1]([N:5]1[C:14](=[O:15])[C:13]([C:16]#[N:17])=[C:12]2[C:7]([CH2:8][CH2:9][CH2:10][CH2:11]2)=[CH:6]1)[CH2:2][CH2:3][CH3:4]. The catalyst class is: 1. (6) Reactant: Cl.C(OC(=O)[NH:8][CH2:9][C@@H:10]1[CH2:15][CH2:14][CH2:13][N:12]([CH2:16][C:17]2[CH:22]=[CH:21][C:20]([C:23](=[O:38])[NH:24][CH2:25][C:26]3[CH:31]=[C:30]([Cl:32])[CH:29]=[CH:28][C:27]=3[S:33]([CH2:36][CH3:37])(=[O:35])=[O:34])=[CH:19][C:18]=2[C:39]([F:42])([F:41])[F:40])[CH2:11]1)(C)(C)C.[OH-].[Na+]. Product: [NH2:8][CH2:9][C@@H:10]1[CH2:15][CH2:14][CH2:13][N:12]([CH2:16][C:17]2[CH:22]=[CH:21][C:20]([C:23]([NH:24][CH2:25][C:26]3[CH:31]=[C:30]([Cl:32])[CH:29]=[CH:28][C:27]=3[S:33]([CH2:36][CH3:37])(=[O:35])=[O:34])=[O:38])=[CH:19][C:18]=2[C:39]([F:40])([F:42])[F:41])[CH2:11]1. The catalyst class is: 13.